From a dataset of Full USPTO retrosynthesis dataset with 1.9M reactions from patents (1976-2016). Predict the reactants needed to synthesize the given product. (1) Given the product [CH:38]1([NH:41][C:21]2[N:20]=[C:19]([O:18][C:11]3[C:12]4[C:17](=[CH:16][CH:15]=[CH:14][CH:13]=4)[C:8]([NH:7][C:5](=[O:6])[C:4]4[CH:29]=[C:30]([N:32]5[CH2:37][CH2:36][CH2:35][CH2:34][CH2:33]5)[CH:31]=[C:2]([F:1])[CH:3]=4)=[CH:9][CH:10]=3)[CH:24]=[CH:23][N:22]=2)[CH2:40][CH2:39]1, predict the reactants needed to synthesize it. The reactants are: [F:1][C:2]1[CH:3]=[C:4]([CH:29]=[C:30]([N:32]2[CH2:37][CH2:36][CH2:35][CH2:34][CH2:33]2)[CH:31]=1)[C:5]([NH:7][C:8]1[C:17]2[C:12](=[CH:13][CH:14]=[CH:15][CH:16]=2)[C:11]([O:18][C:19]2[CH:24]=[CH:23][N:22]=[C:21](S(C)(=O)=O)[N:20]=2)=[CH:10][CH:9]=1)=[O:6].[CH:38]1([NH2:41])[CH2:40][CH2:39]1. (2) The reactants are: [CH3:1][C:2]1[CH:3]=[C:4](I)[CH:5]=[CH:6][CH:7]=1.C1(P(C2C=CC=CC=2)C2C=CC=CC=2)C=CC=CC=1.[CH2:28]([OH:31])[C:29]#[CH:30].C(N(C(C)C)CC)(C)C. Given the product [CH3:1][C:2]1[CH:3]=[C:4]([C:30]#[C:29][CH2:28][OH:31])[CH:5]=[CH:6][CH:7]=1, predict the reactants needed to synthesize it. (3) The reactants are: [CH2:1]([NH:4][C:5]1[C:14]2[C:9](=[CH:10][CH:11]=[C:12]([Cl:18])[C:13]=2[N+]([O-])=O)[N:8]=[C:7](Cl)[N:6]=1)[CH:2]=[CH2:3].[CH2:20]([NH:23][CH2:24][CH:25]=[CH2:26])[CH:21]=[CH2:22]. Given the product [CH2:1]([NH:4][C:5]1[C:14]2[C:9](=[CH:10][CH:11]=[C:12]([Cl:18])[CH:13]=2)[N:8]=[C:7]([N:23]([CH2:24][CH:25]=[CH2:26])[CH2:20][CH:21]=[CH2:22])[N:6]=1)[CH:2]=[CH2:3], predict the reactants needed to synthesize it. (4) Given the product [CH3:38][N:25]1[C:24]([C:27]2[CH:32]=[CH:31][CH:30]=[CH:29][N:28]=2)=[N:23][C:22]([CH:9]([OH:8])[CH2:10][CH2:11][CH2:12][CH2:13][CH2:14][CH2:15][C:16]2[CH:21]=[CH:20][CH:19]=[CH:18][CH:17]=2)=[N:26]1, predict the reactants needed to synthesize it. The reactants are: [Si]([O:8][CH:9]([C:22]1[NH:23][C:24]([C:27]2[CH:32]=[CH:31][CH:30]=[CH:29][N:28]=2)=[N:25][N:26]=1)[CH2:10][CH2:11][CH2:12][CH2:13][CH2:14][CH2:15][C:16]1[CH:21]=[CH:20][CH:19]=[CH:18][CH:17]=1)(C(C)(C)C)(C)C.[H-].[Na+].CI.[N+](CCCC)(CCCC)(CCCC)[CH2:38]CCC.[F-].